This data is from Forward reaction prediction with 1.9M reactions from USPTO patents (1976-2016). The task is: Predict the product of the given reaction. Given the reactants Br[C:2]1[C:12]2[O:11][CH2:10][CH2:9][N:8]([C:13]([O:15][C:16]([CH3:19])([CH3:18])[CH3:17])=[O:14])[CH2:7][C:6]=2[CH:5]=[CH:4][CH:3]=1.[CH3:20][N:21](C)C=O, predict the reaction product. The product is: [C:20]([C:2]1[C:12]2[O:11][CH2:10][CH2:9][N:8]([C:13]([O:15][C:16]([CH3:19])([CH3:18])[CH3:17])=[O:14])[CH2:7][C:6]=2[CH:5]=[CH:4][CH:3]=1)#[N:21].